Dataset: Catalyst prediction with 721,799 reactions and 888 catalyst types from USPTO. Task: Predict which catalyst facilitates the given reaction. The catalyst class is: 87. Product: [Cl:34][C:22]1[C:23]([CH2:25][C:26]2[CH:31]=[CH:30][C:29]([CH2:32][CH3:33])=[CH:28][CH:27]=2)=[CH:24][C:19]([C@H:8]2[C@H:9]([OH:15])[C@@H:10]([OH:11])[C@H:5]([OH:4])[C@@H:6]([CH2:42][OH:43])[O:7]2)=[C:20]([CH2:35][O:36][CH2:37][CH:38]([OH:41])[CH2:39][OH:40])[CH:21]=1. Reactant: C([O:4][C@H:5]1[C@H:10]([O:11]C(=O)C)[C@@H:9]([O:15]C(=O)C)[C@H:8]([C:19]2[CH:24]=[C:23]([CH2:25][C:26]3[CH:31]=[CH:30][C:29]([CH2:32][CH3:33])=[CH:28][CH:27]=3)[C:22]([Cl:34])=[CH:21][C:20]=2[CH2:35][O:36][CH2:37][CH:38]([OH:41])[CH2:39][OH:40])[O:7][C@@H:6]1[CH2:42][O:43]C(=O)C)(=O)C.[OH-].[Li+].